Dataset: Reaction yield outcomes from USPTO patents with 853,638 reactions. Task: Predict the reaction yield, written as a fraction of the theoretical maximum amount of product (1.0 means a 100% yield; for example, 0.34 means a 34% yield). (1) The reactants are Cl[C:2]1[CH:11]=[C:10]([CH3:12])[C:9]2[C:4](=[CH:5][CH:6]=[C:7]([O:13][CH3:14])[CH:8]=2)[N:3]=1.[NH2:15][C@H:16]1[CH2:20][CH2:19][C@H:18]([NH:21][C:22](=[O:28])[O:23][C:24]([CH3:27])([CH3:26])[CH3:25])[CH2:17]1.CC([O-])(C)C.[Na+].C1C=CC(P(C2C(C3C(P(C4C=CC=CC=4)C4C=CC=CC=4)=CC=C4C=3C=CC=C4)=C3C(C=CC=C3)=CC=2)C2C=CC=CC=2)=CC=1. The catalyst is C1(C)C=CC=CC=1.CC([O-])=O.CC([O-])=O.[Pd+2]. The product is [CH3:14][O:13][C:7]1[CH:8]=[C:9]2[C:4](=[CH:5][CH:6]=1)[N:3]=[C:2]([NH:15][C@H:16]1[CH2:20][CH2:19][C@H:18]([NH:21][C:22](=[O:28])[O:23][C:24]([CH3:26])([CH3:25])[CH3:27])[CH2:17]1)[CH:11]=[C:10]2[CH3:12]. The yield is 0.500. (2) The reactants are [CH:1]1([C:6]([C:8]2[CH:13]=[C:12]([CH3:14])[CH:11]=[CH:10][C:9]=2[NH:15][C:16](=[O:30])[NH:17][C:18]2[S:19][CH:20]=[C:21]([CH2:23][CH2:24]OS(C)(=O)=O)[N:22]=2)=[O:7])[CH2:5][CH2:4][CH2:3][CH2:2]1.[NH:31]1[CH:35]=[CH:34][N:33]=[C:32]1[SH:36]. No catalyst specified. The product is [CH:1]1([C:6]([C:8]2[CH:13]=[C:12]([CH3:14])[CH:11]=[CH:10][C:9]=2[NH:15][C:16]([NH:17][C:18]2[S:19][CH:20]=[C:21]([CH2:23][CH2:24][S:36][C:32]3[NH:31][CH:35]=[CH:34][N:33]=3)[N:22]=2)=[O:30])=[O:7])[CH2:2][CH2:3][CH2:4][CH2:5]1. The yield is 0.500.